Dataset: Full USPTO retrosynthesis dataset with 1.9M reactions from patents (1976-2016). Task: Predict the reactants needed to synthesize the given product. (1) The reactants are: [NH2:1][C:2]1[N:7]=[C:6]([N:8]2[CH2:22][CH2:21][C:11]3([CH2:15][NH:14][C@H:13]([C:16]([O:18]CC)=[O:17])[CH2:12]3)[CH2:10][CH2:9]2)[CH:5]=[C:4]([O:23][C@H:24]([C:29]2[CH:34]=[C:33]([CH:35]=[CH2:36])[CH:32]=[CH:31][C:30]=2[N:37]2[CH:41]=[CH:40][C:39]([CH3:42])=[N:38]2)[C:25]([F:28])([F:27])[F:26])[N:3]=1.[Li+].[OH-]. Given the product [NH2:1][C:2]1[N:7]=[C:6]([N:8]2[CH2:22][CH2:21][C:11]3([CH2:15][NH:14][C@H:13]([C:16]([OH:18])=[O:17])[CH2:12]3)[CH2:10][CH2:9]2)[CH:5]=[C:4]([O:23][C@H:24]([C:29]2[CH:34]=[C:33]([CH:35]=[CH2:36])[CH:32]=[CH:31][C:30]=2[N:37]2[CH:41]=[CH:40][C:39]([CH3:42])=[N:38]2)[C:25]([F:28])([F:27])[F:26])[N:3]=1, predict the reactants needed to synthesize it. (2) Given the product [CH:1]1[C:11]2[CH2:10][CH2:9][C:8]3[CH:12]=[CH:13][CH:14]=[CH:15][C:7]=3[C:6](=[CH:16][C:17]3[CH:18]=[CH:19][C:20]([OH:28])=[C:21]([NH:23][S:24]([CH3:27])(=[O:26])=[O:25])[CH:22]=3)[C:5]=2[CH:4]=[CH:3][CH:2]=1, predict the reactants needed to synthesize it. The reactants are: [CH:1]1[C:11]2[CH2:10][CH2:9][C:8]3[CH:12]=[CH:13][CH:14]=[CH:15][C:7]=3[C:6](=[CH:16][C:17]3[CH:18]=[CH:19][C:20]([O:28]C)=[C:21]([NH:23][S:24]([CH3:27])(=[O:26])=[O:25])[CH:22]=3)[C:5]=2[CH:4]=[CH:3][CH:2]=1.B(Br)(Br)Br.C([O-])(O)=O.[Na+]. (3) The reactants are: [CH2:1]([N:8]1[C:17]2[CH2:16][CH2:15][NH:14][CH2:13][CH2:12][C:11]=2[C:10]([C:18]2[CH:23]=[CH:22][C:21]([Cl:24])=[CH:20][CH:19]=2)=[N:9]1)[C:2]1[CH:7]=[CH:6][CH:5]=[CH:4][CH:3]=1.[CH3:25][O:26][C:27]1[CH:28]=[C:29]([CH:32]=[CH:33][C:34]=1[O:35][CH3:36])[CH:30]=O. Given the product [CH2:1]([N:8]1[C:17]2[CH2:16][CH2:15][N:14]([CH2:30][C:29]3[CH:32]=[CH:33][C:34]([O:35][CH3:36])=[C:27]([O:26][CH3:25])[CH:28]=3)[CH2:13][CH2:12][C:11]=2[C:10]([C:18]2[CH:23]=[CH:22][C:21]([Cl:24])=[CH:20][CH:19]=2)=[N:9]1)[C:2]1[CH:7]=[CH:6][CH:5]=[CH:4][CH:3]=1, predict the reactants needed to synthesize it. (4) Given the product [OH:18][CH:19]([C:20]1[CH:6]=[CH:7][C:8]2[C:9](=[O:13])[CH2:10][CH2:5][CH2:17][C:16]=2[N:15]=1)[CH2:24][OH:25], predict the reactants needed to synthesize it. The reactants are: C(C1C=C[C:10]2[C:9](=[O:13])[CH2:8][CH2:7][CH2:6][C:5]=2N=1)=C.C[N+:15]1([O-])[CH2:20][CH2:19][O:18][CH2:17][CH2:16]1.C1C[O:25][CH2:24]C1.